The task is: Predict the product of the given reaction.. This data is from Forward reaction prediction with 1.9M reactions from USPTO patents (1976-2016). (1) Given the reactants [N:1]1([C:6]#[N:7])[CH2:5][CH2:4][CH2:3][CH2:2]1.[Cl:8][CH:9]([Cl:13])[C:10](Cl)=O.C(N(C(C)C)C(C)C)C.[CH3:23][N:24](C(OC(C)(C)C)=O)[NH2:25].FC(F)(F)C(O)=O, predict the reaction product. The product is: [Cl:8][CH:9]([Cl:13])[C:10]1[N:24]([CH3:23])[N:25]=[C:6]([N:1]2[CH2:5][CH2:4][CH2:3][CH2:2]2)[N:7]=1. (2) The product is: [CH2:25]([S:12]/[C:11](/[NH:13][C:14](=[O:18])[O:15][CH2:16][CH3:17])=[N:10]/[C:5]1[CH:6]=[CH:7][CH:8]=[CH:9][C:4]=1[CH:1]([CH3:3])[CH3:2])[CH3:26]. Given the reactants [CH:1]([C:4]1[CH:9]=[CH:8][CH:7]=[CH:6][C:5]=1[NH:10][C:11]([NH:13][C:14](=[O:18])[O:15][CH2:16][CH3:17])=[S:12])([CH3:3])[CH3:2].C(=O)([O-])[O-].[K+].[K+].[CH2:25](I)[CH3:26], predict the reaction product. (3) Given the reactants [F:1][C:2]([F:31])([F:30])[CH2:3][O:4][C:5]1[CH:6]=[CH:7][C:8]([N:11]2[CH2:16][CH2:15][N:14]([S:17](/[CH:20]=[CH:21]/[CH2:22][CH2:23][C:24]3[N:29]=[CH:28][CH:27]=[CH:26][N:25]=3)(=[O:19])=[O:18])[CH2:13][CH2:12]2)=[N:9][CH:10]=1.[NH2:32][OH:33].O, predict the reaction product. The product is: [OH:33][NH:32][CH:21]([CH2:20][S:17]([N:14]1[CH2:13][CH2:12][N:11]([C:8]2[CH:7]=[CH:6][C:5]([O:4][CH2:3][C:2]([F:30])([F:1])[F:31])=[CH:10][N:9]=2)[CH2:16][CH2:15]1)(=[O:19])=[O:18])[CH2:22][CH2:23][C:24]1[N:29]=[CH:28][CH:27]=[CH:26][N:25]=1. (4) Given the reactants [F:1][C:2]1[CH:26]=[C:25]([F:27])[CH:24]=[CH:23][C:3]=1[CH2:4][O:5][C:6]1[CH:11]=[C:10]([CH3:12])[N:9]([C:13]2[CH:18]=[C:17]([CH2:19][OH:20])[CH:16]=[CH:15][C:14]=2[CH3:21])[C:8](=[O:22])[CH:7]=1.[Br:28]N1C(=O)CCC1=O, predict the reaction product. The product is: [Br:28][C:7]1[C:8](=[O:22])[N:9]([C:13]2[CH:18]=[C:17]([CH2:19][OH:20])[CH:16]=[CH:15][C:14]=2[CH3:21])[C:10]([CH3:12])=[CH:11][C:6]=1[O:5][CH2:4][C:3]1[CH:23]=[CH:24][C:25]([F:27])=[CH:26][C:2]=1[F:1].